Dataset: NCI-60 drug combinations with 297,098 pairs across 59 cell lines. Task: Regression. Given two drug SMILES strings and cell line genomic features, predict the synergy score measuring deviation from expected non-interaction effect. (1) Drug 1: CCC1(CC2CC(C3=C(CCN(C2)C1)C4=CC=CC=C4N3)(C5=C(C=C6C(=C5)C78CCN9C7C(C=CC9)(C(C(C8N6C=O)(C(=O)OC)O)OC(=O)C)CC)OC)C(=O)OC)O.OS(=O)(=O)O. Drug 2: C1CN1C2=NC(=NC(=N2)N3CC3)N4CC4. Cell line: KM12. Synergy scores: CSS=22.3, Synergy_ZIP=-1.18, Synergy_Bliss=-0.580, Synergy_Loewe=-1.17, Synergy_HSA=0.306. (2) Drug 1: C1=C(C(=O)NC(=O)N1)F. Drug 2: C1=CC(=CC=C1C#N)C(C2=CC=C(C=C2)C#N)N3C=NC=N3. Cell line: UACC62. Synergy scores: CSS=41.8, Synergy_ZIP=-2.58, Synergy_Bliss=-6.14, Synergy_Loewe=-7.03, Synergy_HSA=-5.76. (3) Drug 1: CC=C1C(=O)NC(C(=O)OC2CC(=O)NC(C(=O)NC(CSSCCC=C2)C(=O)N1)C(C)C)C(C)C. Drug 2: C1CN(CCN1C(=O)CCBr)C(=O)CCBr. Cell line: HOP-92. Synergy scores: CSS=71.9, Synergy_ZIP=-2.03, Synergy_Bliss=0.577, Synergy_Loewe=-1.55, Synergy_HSA=-0.798. (4) Drug 1: C1=NC2=C(N1)C(=S)N=C(N2)N. Drug 2: C1=CC=C(C=C1)NC(=O)CCCCCCC(=O)NO. Cell line: SR. Synergy scores: CSS=72.5, Synergy_ZIP=2.65, Synergy_Bliss=2.91, Synergy_Loewe=0.906, Synergy_HSA=4.90.